The task is: Predict the product of the given reaction.. This data is from Forward reaction prediction with 1.9M reactions from USPTO patents (1976-2016). Given the reactants [CH:1]1([CH2:4][O:5][C:6]2[CH:11]=[C:10]([F:12])[CH:9]=[CH:8][C:7]=2[C:13]2[C:14]3[N:21]([CH2:22][O:23][CH2:24][CH2:25][Si:26]([CH3:29])([CH3:28])[CH3:27])[C:20]([CH3:30])=[C:19]([C:31]([OH:33])=O)[C:15]=3[N:16]=[CH:17][N:18]=2)[CH2:3][CH2:2]1.[NH2:34][C@H:35]1[C@H:39]([OH:40])[CH2:38][N:37]([C:41]([O:43][C:44]([CH3:47])([CH3:46])[CH3:45])=[O:42])[CH2:36]1, predict the reaction product. The product is: [CH:1]1([CH2:4][O:5][C:6]2[CH:11]=[C:10]([F:12])[CH:9]=[CH:8][C:7]=2[C:13]2[C:14]3[N:21]([CH2:22][O:23][CH2:24][CH2:25][Si:26]([CH3:29])([CH3:28])[CH3:27])[C:20]([CH3:30])=[C:19]([C:31]([NH:34][C@H:35]4[C@H:39]([OH:40])[CH2:38][N:37]([C:41]([O:43][C:44]([CH3:47])([CH3:46])[CH3:45])=[O:42])[CH2:36]4)=[O:33])[C:15]=3[N:16]=[CH:17][N:18]=2)[CH2:2][CH2:3]1.